From a dataset of CYP3A4 inhibition data for predicting drug metabolism from PubChem BioAssay. Regression/Classification. Given a drug SMILES string, predict its absorption, distribution, metabolism, or excretion properties. Task type varies by dataset: regression for continuous measurements (e.g., permeability, clearance, half-life) or binary classification for categorical outcomes (e.g., BBB penetration, CYP inhibition). Dataset: cyp3a4_veith. (1) The drug is Cc1ccc(COc2ccc(Br)cc2/C=N/O)cc1. The result is 1 (inhibitor). (2) The compound is Cc1ccc(C(=O)Nc2ccc3nccnc3c2)cc1. The result is 1 (inhibitor).